Dataset: TCR-epitope binding with 47,182 pairs between 192 epitopes and 23,139 TCRs. Task: Binary Classification. Given a T-cell receptor sequence (or CDR3 region) and an epitope sequence, predict whether binding occurs between them. (1) The epitope is LLFNKVTLA. The TCR CDR3 sequence is CASSLTGGHEKLFF. Result: 0 (the TCR does not bind to the epitope). (2) The epitope is SEVGPEHSLAEY. The TCR CDR3 sequence is CASSEEVTGFNYEQYF. Result: 1 (the TCR binds to the epitope).